This data is from Catalyst prediction with 721,799 reactions and 888 catalyst types from USPTO. The task is: Predict which catalyst facilitates the given reaction. Reactant: [CH2:1]=[C:2]([O:5][Si](C)(C)C)[CH:3]=[CH2:4].[Br:10][C:11]1[CH:19]=[C:18]2[C:14]([CH2:15][C:16](=[CH2:21])[C:17]2=[O:20])=[CH:13][C:12]=1[F:22].B(F)(F)F.CCOCC. Product: [Br:10][C:11]1[CH:19]=[C:18]2[C:14]([CH2:15][C:16]3([CH2:4][CH2:3][C:2](=[O:5])[CH2:1][CH2:21]3)[C:17]2=[O:20])=[CH:13][C:12]=1[F:22]. The catalyst class is: 2.